Dataset: Full USPTO retrosynthesis dataset with 1.9M reactions from patents (1976-2016). Task: Predict the reactants needed to synthesize the given product. (1) Given the product [Br:21][C:9]1[C:10]([NH2:13])=[N:11][CH:12]=[C:7]([C:5]2[CH:4]=[N:3][N:2]([CH3:1])[CH:6]=2)[CH:8]=1, predict the reactants needed to synthesize it. The reactants are: [CH3:1][N:2]1[CH:6]=[C:5]([C:7]2[CH:8]=[CH:9][C:10]([NH2:13])=[N:11][CH:12]=2)[CH:4]=[N:3]1.C1C(=O)N([Br:21])C(=O)C1. (2) Given the product [C:1]1([C:7]2[CH:8]=[CH:9][CH:10]=[CH:11][CH:12]=2)[C:6]([C:16]([NH2:14])=[O:20])=[CH:5][CH:4]=[CH:3][CH:2]=1, predict the reactants needed to synthesize it. The reactants are: [C:1]1([C:7]2[CH:12]=[CH:11][CH:10]=[CH:9][CH:8]=2)[CH:6]=[CH:5][CH:4]=[CH:3][CH:2]=1.C[N:14]([C:16]([O:20]N1N=NC2C=CC=CC1=2)=[N+](C)C)C.F[P-](F)(F)(F)(F)F.CN(C)C[C@@H]1CC[C@H](C2C=CC=CC=2)N1. (3) Given the product [CH:26]([O:13][C:12](=[O:14])[C@H:3]([CH2:4][C:5]1[CH:6]=[CH:7][C:8]([OH:11])=[CH:9][CH:10]=1)[NH2:2])([CH3:27])[CH3:21], predict the reactants needed to synthesize it. The reactants are: Cl.[NH2:2][C@H:3]([C:12]([OH:14])=[O:13])[CH2:4][C:5]1[CH:10]=[CH:9][C:8]([OH:11])=[CH:7][CH:6]=1.N1([C:27](=O)[C:26]2N(C)C=N[C:21]=2N(C)C1=O)C.